This data is from Reaction yield outcomes from USPTO patents with 853,638 reactions. The task is: Predict the reaction yield, written as a fraction of the theoretical maximum amount of product (1.0 means a 100% yield; for example, 0.34 means a 34% yield). (1) The reactants are [CH3:1][NH:2][C:3]1[CH:8]=[CH:7][C:6]([N+:9]([O-:11])=[O:10])=[CH:5][CH:4]=1.[Br:12]Br.C([O-])(O)=O.[Na+]. The catalyst is CC(O)=O.C(Cl)(Cl)Cl. The yield is 0.990. The product is [Br:12][C:4]1[CH:5]=[C:6]([N+:9]([O-:11])=[O:10])[CH:7]=[CH:8][C:3]=1[NH:2][CH3:1].[Br:12][C:4]1[CH:5]=[C:6]([N+:9]([O-:11])=[O:10])[CH:7]=[CH:8][C:3]=1[NH:2][CH3:1]. (2) The catalyst is CN(C)C=O.C(Cl)Cl. The yield is 1.00. The reactants are CNCC(NCC[CH2:9][P+:10]([C:23]1[CH:28]=[CH:27][CH:26]=[CH:25][CH:24]=1)([C:17]1[CH:22]=[CH:21][CH:20]=[CH:19][CH:18]=1)[C:11]1[CH:16]=[CH:15][CH:14]=[CH:13][CH:12]=1)=O.[Cl-:29].Cl.[N:31]1([C:36](=[NH:38])[NH2:37])[CH:35]=CC=N1.C([N:42]([CH2:46][CH3:47])[CH:43]([CH3:45])C)(C)C.C([O:52]C)(C)(C)C. The product is [NH2:37][C:36](=[NH:38])[N:31]([CH3:35])[CH2:45][C:43]([NH:42][CH2:46][CH2:47][CH2:9][P+:10]([C:23]1[CH:28]=[CH:27][CH:26]=[CH:25][CH:24]=1)([C:11]1[CH:12]=[CH:13][CH:14]=[CH:15][CH:16]=1)[C:17]1[CH:22]=[CH:21][CH:20]=[CH:19][CH:18]=1)=[O:52].[Cl-:29]. (3) The reactants are F[C:2]1[CH:3]=[C:4]([CH3:11])[CH:5]=[CH:6][C:7]=1[N+:8]([O-:10])=[O:9].[CH3:12][C:13]1[CH:19]=[CH:18][C:16]([NH2:17])=[C:15]([O:20][CH2:21][CH2:22][CH3:23])[CH:14]=1.[NH2:24][C:25]1[S:26][CH:27]=[CH:28][N:29]=1.[CH2:30]([OH:33])CC. The product is [CH2:15]([O:20][C:2]1[CH:3]=[C:4]([CH3:11])[CH:5]=[CH:6][C:7]=1[N+:8]([O-:10])=[O:9])[CH2:14][CH3:13].[CH3:12][C:13]1[CH:19]=[CH:18][C:16]([NH:17][C:30]([NH:24][C:25]2[S:26][CH:27]=[CH:28][N:29]=2)=[O:33])=[C:15]([O:20][CH2:21][CH2:22][CH3:23])[CH:14]=1. The yield is 0.800. No catalyst specified. (4) The yield is 0.950. The product is [F:1][C:2]1[CH:10]=[CH:9][C:5]([C:6]([O:8][CH3:17])=[O:7])=[C:4]([OH:11])[CH:3]=1. No catalyst specified. The reactants are [F:1][C:2]1[CH:10]=[CH:9][C:5]([C:6]([OH:8])=[O:7])=[C:4]([OH:11])[CH:3]=1.S(=O)(=O)(O)O.[CH3:17]O. (5) The reactants are [CH3:1][C:2]1[N:6]([CH2:7][C:8]2[C:17]3[C:12](=[CH:13][CH:14]=[CH:15][CH:16]=3)[CH:11]=[CH:10][CH:9]=2)[C:5]2[CH:18]=[C:19]([N:23]3[CH2:28][CH2:27][O:26][CH2:25][CH2:24]3)[CH:20]=[C:21]([NH2:22])[C:4]=2[N:3]=1.CCN(CC)CC.[CH3:36][S:37](Cl)(=[O:39])=[O:38]. The catalyst is C(Cl)Cl. The product is [CH3:1][C:2]1[N:6]([CH2:7][C:8]2[C:17]3[C:12](=[CH:13][CH:14]=[CH:15][CH:16]=3)[CH:11]=[CH:10][CH:9]=2)[C:5]2[CH:18]=[C:19]([N:23]3[CH2:28][CH2:27][O:26][CH2:25][CH2:24]3)[CH:20]=[C:21]([NH:22][S:37]([CH3:36])(=[O:39])=[O:38])[C:4]=2[N:3]=1. The yield is 0.800.